From a dataset of Drug-target binding data from BindingDB patent sources. Regression. Given a target protein amino acid sequence and a drug SMILES string, predict the binding affinity score between them. We predict pAffinity (pAffinity = -log10(affinity in M)). Dataset: bindingdb_patent. (1) The drug is Oc1c2C(=O)N3[C@@H](Cn2cc(C(=O)NCc2c(F)cc(F)cc2F)c1=O)[C@H]1C[C@@H]3C(F)(F)C1. The target protein (O15244) has sequence MPTTVDDVLEHGGEFHFFQKQMFFLLALLSATFAPIYVGIVFLGFTPDHRCRSPGVAELSLRCGWSPAEELNYTVPGPGPAGEASPRQCRRYEVDWNQSTFDCVDPLASLDTNRSRLPLGPCRDGWVYETPGSSIVTEFNLVCANSWMLDLFQSSVNVGFFIGSMSIGYIADRFGRKLCLLTTVLINAAAGVLMAISPTYTWMLIFRLIQGLVSKAGWLIGYILITEFVGRRYRRTVGIFYQVAYTVGLLVLAGVAYALPHWRWLQFTVSLPNFFFLLYYWCIPESPRWLISQNKNAEAMRIIKHIAKKNGKSLPASLQRLRLEEETGKKLNPSFLDLVRTPQIRKHTMILMYNWFTSSVLYQGLIMHMGLAGDNIYLDFFYSALVEFPAAFMIILTIDRIGRRYPWAASNMVAGAACLASVFIPGDLQWLKIIISCLGRMGITMAYEIVCLVNAELYPTFIRNLGVHICSSMCDIGGIITPFLVYRLTNIWLELPLMVF.... The pAffinity is 5.4. (2) The pAffinity is 5.1. The target protein (P15428) has sequence MHVNGKVALVTGAAQGIGRAFAEALLLKGAKVALVDWNLEAGVQCKAALDEQFEPQKTLFIQCDVADQQQLRDTFRKVVDHFGRLDILVNNAGVNNEKNWEKTLQINLVSVISGTYLGLDYMSKQNGGEGGIIINMSSLAGLMPVAQQPVYCASKHGIVGFTRSAALAANLMNSGVRLNAICPGFVNTAILESIEKEENMGQYIEYKDHIKDMIKYYGILDPPLIANGLITLIEDDALNGAIMKITTSKGIHFQDYDTTPFQAKTQ. The drug is CCCNC(=O)c1sc2nc(cc(-c3ccccc3)c2c1N)-c1cccs1. (3) The small molecule is Cc1ccc(Nc2ccc(nc2)-c2ccc(F)cc2F)c(c1)C(O)=O. The target protein (Q02127) has sequence MAWRHLKKRAQDAVIILGGGGLLFASYLMATGDERFYAEHLMPTLQGLLDPESAHRLAVRFTSLGLLPRARFQDSDMLEVRVLGHKFRNPVGIAAGFDKHGEAVDGLYKMGFGFVEIGSVTPKPQEGNPRPRVFRLPEDQAVINRYGFNSHGLSVVEHRLRARQQKQAKLTEDGLPLGVNLGKNKTSVDAAEDYAEGVRVLGPLADYLVVNVSSPNTAGLRSLQGKAELRRLLTKVLQERDGLRRVHRPAVLVKIAPDLTSQDKEDIASVVKELGIDGLIVTNTTVSRPAGLQGALRSETGGLSGKPLRDLSTQTIREMYALTQGRVPIIGVGGVSSGQDALEKIRAGASLVQLYTALTFWGPPVVGKVKRELEALLKEQGFGGVTDAIGADHRR. The pAffinity is 6.8. (4) The drug is C[Si](C)(C)C1=C2C(CC1=O)CC(O)c1cc3ccccc3nc21. The target protein (P06493) has sequence MEDYTKIEKIGEGTYGVVYKGRHKTTGQVVAMKKIRLESEEEGVPSTAIREISLLKELRHPNIVSLQDVLMQDSRLYLIFEFLSMDLKKYLDSIPPGQYMDSSLVKSYLYQILQGIVFCHSRRVLHRDLKPQNLLIDDKGTIKLADFGLARAFGIPIRVYTHEVVTLWYRSPEVLLGSARYSTPVDIWSIGTIFAELATKKPLFHGDSEIDQLFRIFRALGTPNNEVWPEVESLQDYKNTFPKWKPGSLASHVKNLDENGLDLLSKMLIYDPAKRISGKMALNHPYFNDLDNQIKKM. The pAffinity is 6.2. (5) The small molecule is COc1ccc(CC(=O)Nc2ccsc2-c2c[nH]c(C)n2)cc1. The target protein (P53779) has sequence MSLHFLYYCSEPTLDVKIAFCQGFDKQVDVSYIAKHYNMSKSKVDNQFYSVEVGDSTFTVLKRYQNLKPIGSGAQGIVCAAYDAVLDRNVAIKKLSRPFQNQTHAKRAYRELVLMKCVNHKNIISLLNVFTPQKTLEEFQDVYLVMELMDANLCQVIQMELDHERMSYLLYQMLCGIKHLHSAGIIHRDLKPSNIVVKSDCTLKILDFGLARTAGTSFMMTPYVVTRYYRAPEVILGMGYKENVDIWSVGCIMGEMVRHKILFPGRDYIDQWNKVIEQLGTPCPEFMKKLQPTVRNYVENRPKYAGLTFPKLFPDSLFPADSEHNKLKASQARDLLSKMLVIDPAKRISVDDALQHPYINVWYDPAEVEAPPPQIYDKQLDEREHTIEEWKELIYKEVMNSEEKTKNGVVKGQPSPSGAAVNSSESLPPSSSVNDISSMSTDQTLASDTDSSLEASAGPLGCCR. The pAffinity is 5.0.